From a dataset of Full USPTO retrosynthesis dataset with 1.9M reactions from patents (1976-2016). Predict the reactants needed to synthesize the given product. The reactants are: [CH2:1]([O:8][C:9]([N:11]1[CH2:16][CH2:15][CH:14]([C@H:17]2[CH2:19][C@@H:18]2[CH2:20][O:21][CH2:22][C:23]2[CH:28]=[CH:27][C:26]([CH2:29][C:30](O)=[O:31])=[CH:25][C:24]=2[F:33])[CH2:13][CH2:12]1)=[O:10])[C:2]1[CH:7]=[CH:6][CH:5]=[CH:4][CH:3]=1.[CH:35]1[CH:35]=[CH:36][C:37]2[N:42](O)N=[N:42][C:37]=2[CH:36]=1.O.CCN=C=NCCCN(C)C.Cl.N1CCC1. Given the product [N:42]1([C:30](=[O:31])[CH2:29][C:26]2[CH:27]=[CH:28][C:23]([CH2:22][O:21][CH2:20][C@H:18]3[CH2:19][C@@H:17]3[CH:14]3[CH2:13][CH2:12][N:11]([C:9]([O:8][CH2:1][C:2]4[CH:3]=[CH:4][CH:5]=[CH:6][CH:7]=4)=[O:10])[CH2:16][CH2:15]3)=[C:24]([F:33])[CH:25]=2)[CH2:37][CH2:36][CH2:35]1, predict the reactants needed to synthesize it.